Predict the reaction yield, written as a fraction of the theoretical maximum amount of product (1.0 means a 100% yield; for example, 0.34 means a 34% yield). From a dataset of Reaction yield outcomes from USPTO patents with 853,638 reactions. (1) The reactants are [CH3:1][S:2]([CH2:5][C:6](=[CH2:11])[C:7]([O:9]C)=[O:8])(=[O:4])=[O:3].[OH-].[Li+].S([O-])(O)(=O)=O.[K+]. The catalyst is O1CCCC1.O. The product is [CH3:1][S:2]([CH2:5][C:6](=[CH2:11])[C:7]([OH:9])=[O:8])(=[O:4])=[O:3]. The yield is 0.890. (2) The reactants are [N:1]1([C:7]2[CH:19]=[C:18]([C:20]([O:22][CH3:23])=[O:21])[C:10]3[NH:11][C:12]([C:14]([F:17])([F:16])[F:15])=[N:13][C:9]=3[CH:8]=2)[CH2:6][CH2:5][O:4][CH2:3][CH2:2]1.C(=O)([O-])[O-].[K+].[K+].Br[CH2:31][C:32]1[C:41]2[C:36](=[CH:37][CH:38]=[CH:39][CH:40]=2)[CH:35]=[CH:34][CH:33]=1. The catalyst is CN(C)C=O. The product is [N:1]1([C:7]2[CH:19]=[C:18]([C:20]([O:22][CH3:23])=[O:21])[C:10]3[N:11]=[C:12]([C:14]([F:17])([F:15])[F:16])[N:13]([CH2:31][C:32]4[C:41]5[C:36](=[CH:37][CH:38]=[CH:39][CH:40]=5)[CH:35]=[CH:34][CH:33]=4)[C:9]=3[CH:8]=2)[CH2:6][CH2:5][O:4][CH2:3][CH2:2]1. The yield is 0.692. (3) The reactants are [CH2:1]1[C:9]2[C:4](=[CH:5][C:6]([NH:10][C:11]([N:13]3[CH2:18][CH2:17][N:16]([C:19]4[N:24]=[C:23](S(C)(=O)=O)[N:22]=[C:21]5[N:29]([CH3:32])[N:30]=[CH:31][C:20]=45)[C@@H:15]([CH3:33])[CH2:14]3)=[O:12])=[CH:7][CH:8]=2)[CH2:3][CH2:2]1.[CH3:34][O-:35].[Na+]. The catalyst is CO. The product is [CH2:1]1[C:9]2[C:4](=[CH:5][C:6]([NH:10][C:11]([N:13]3[CH2:18][CH2:17][N:16]([C:19]4[N:24]=[C:23]([O:35][CH3:34])[N:22]=[C:21]5[N:29]([CH3:32])[N:30]=[CH:31][C:20]=45)[C@@H:15]([CH3:33])[CH2:14]3)=[O:12])=[CH:7][CH:8]=2)[CH2:3][CH2:2]1. The yield is 0.560. (4) The reactants are B(C1CCCCC1)C1CCCCC1.[CH3:14][C:15]([CH3:19])([CH3:18])[C:16]#[CH:17].[Zn](CC)CC.[F:25][C:26]([F:36])([F:35])[C:27]1[CH:34]=[CH:33][C:30]([CH:31]=[O:32])=[CH:29][CH:28]=1.CC([O:40]C([C@H](O)[C@@H](O)C(OC(C)C)=O)=O)C. The catalyst is CC(O[Ti](OC(C)C)(OC(C)C)OC(C)C)C. The product is [C:15]([CH:16]1[O:40][CH:17]1[CH:31]([C:30]1[CH:33]=[CH:34][C:27]([C:26]([F:35])([F:36])[F:25])=[CH:28][CH:29]=1)[OH:32])([CH3:19])([CH3:18])[CH3:14]. The yield is 0.850.